Dataset: Full USPTO retrosynthesis dataset with 1.9M reactions from patents (1976-2016). Task: Predict the reactants needed to synthesize the given product. Given the product [C:15]([N:1]1[CH:5]=[CH:4][N:3]=[C:2]1[CH:6]=[O:7])([C:16]1[CH:21]=[CH:20][CH:19]=[CH:18][CH:17]=1)([C:28]1[CH:29]=[CH:30][CH:31]=[CH:32][CH:33]=1)[C:22]1[CH:23]=[CH:24][CH:25]=[CH:26][CH:27]=1, predict the reactants needed to synthesize it. The reactants are: [NH:1]1[CH:5]=[CH:4][N:3]=[C:2]1[CH:6]=[O:7].C(N(CC)CC)C.[C:15](Br)([C:28]1[CH:33]=[CH:32][CH:31]=[CH:30][CH:29]=1)([C:22]1[CH:27]=[CH:26][CH:25]=[CH:24][CH:23]=1)[C:16]1[CH:21]=[CH:20][CH:19]=[CH:18][CH:17]=1.O.